Task: Predict which catalyst facilitates the given reaction.. Dataset: Catalyst prediction with 721,799 reactions and 888 catalyst types from USPTO (1) Reactant: [C:1]([C:3]1[CH:12]=[CH:11][C:10]2[C:5](=[CH:6][CH:7]=[C:8]([C:13](OC)=[O:14])[CH:9]=2)[N:4]=1)#[N:2]. Product: [OH:14][CH2:13][C:8]1[CH:9]=[C:10]2[C:5](=[CH:6][CH:7]=1)[N:4]=[C:3]([C:1]#[N:2])[CH:12]=[CH:11]2. The catalyst class is: 1. (2) Reactant: [CH3:1][O:2][C:3](=[O:17])[C:4]1[CH:9]=[CH:8][C:7]([C:10]2[O:11][C:12]([CH:15]=O)=[CH:13][CH:14]=2)=[CH:6][CH:5]=1.[S:18]1[CH2:22][C:21](=[O:23])[NH:20][C:19]1=[O:24]. Product: [CH3:1][O:2][C:3](=[O:17])[C:4]1[CH:5]=[CH:6][C:7]([C:10]2[O:11][C:12]([CH:15]=[C:22]3[S:18][C:19](=[O:24])[NH:20][C:21]3=[O:23])=[CH:13][CH:14]=2)=[CH:8][CH:9]=1. The catalyst class is: 360.